From a dataset of Reaction yield outcomes from USPTO patents with 853,638 reactions. Predict the reaction yield, written as a fraction of the theoretical maximum amount of product (1.0 means a 100% yield; for example, 0.34 means a 34% yield). (1) The reactants are [CH3:1][O:2][C:3]([NH:5][C@@H:6]([CH:20]([CH3:22])[CH3:21])[C:7]([N:9]1[C@@H:13]([CH3:14])[CH2:12][CH2:11][C@H:10]1[C:15]([O:17]CC)=[O:16])=[O:8])=[O:4].[Li+].[OH-]. The catalyst is CO. The product is [CH3:1][O:2][C:3]([NH:5][C@@H:6]([CH:20]([CH3:22])[CH3:21])[C:7]([N:9]1[C@@H:13]([CH3:14])[CH2:12][CH2:11][C@H:10]1[C:15]([OH:17])=[O:16])=[O:8])=[O:4]. The yield is 0.560. (2) The reactants are [CH3:1][C:2]1[N:3]=[CH:4][NH:5][C:6]=1[C:7]([O:9][CH2:10][CH3:11])=[O:8].[C:12]([O-])(O)=O.[Na+].CI. The catalyst is CN(C=O)C. The product is [CH3:12][N:5]1[C:6]([C:7]([O:9][CH2:10][CH3:11])=[O:8])=[C:2]([CH3:1])[N:3]=[CH:4]1. The yield is 0.310. (3) The reactants are [CH3:1][C:2]1[C:6]([C:7]2[O:8][C:9]3[CH:15]=[CH:14][C:13]([CH2:16][C:17]([O:19]C)=[O:18])=[CH:12][C:10]=3[N:11]=2)=[C:5]([CH3:21])[O:4][N:3]=1.[OH-].[Na+]. The catalyst is CCO. The product is [CH3:1][C:2]1[C:6]([C:7]2[O:8][C:9]3[CH:15]=[CH:14][C:13]([CH2:16][C:17]([OH:19])=[O:18])=[CH:12][C:10]=3[N:11]=2)=[C:5]([CH3:21])[O:4][N:3]=1. The yield is 0.860. (4) The reactants are [CH3:1][C:2]1[O:6][C:5]([C:7]2[CH:12]=[CH:11][CH:10]=[CH:9][CH:8]=2)=[N:4][C:3]=1[CH2:13][CH2:14][O:15][C:16]1[CH:23]=[CH:22][C:19]([CH:20]=[O:21])=[CH:18][N:17]=1.[I-].[Li+].[CH2:26]([O:28][C:29]([C:31]1(Br)[CH2:34][CH2:33][CH2:32]1)=[O:30])[CH3:27]. The catalyst is O1CCCC1.[Cl-].[Cr+2].[Cl-]. The product is [OH:21][CH:20]([C:19]1[CH:18]=[N:17][C:16]([O:15][CH2:14][CH2:13][C:3]2[N:4]=[C:5]([C:7]3[CH:8]=[CH:9][CH:10]=[CH:11][CH:12]=3)[O:6][C:2]=2[CH3:1])=[CH:23][CH:22]=1)[C:31]1([C:29]([O:28][CH2:26][CH3:27])=[O:30])[CH2:34][CH2:33][CH2:32]1. The yield is 0.370. (5) The reactants are C[O:2][C:3](=[O:34])[C:4]1[CH:9]=[CH:8][CH:7]=[C:6]([NH:10][C:11]([C:13]2[S:17][C:16]([NH:18][C:19]([N:21]([CH:28]3[CH2:33][CH2:32][CH2:31][CH2:30][CH2:29]3)[CH:22]3[CH2:27][CH2:26][CH2:25][CH2:24][CH2:23]3)=[O:20])=[N:15][CH:14]=2)=[O:12])[CH:5]=1.C1(N(C2CCCCC2)C(=O)NC2SC=C(C(O)=O)N=2)CCCCC1. No catalyst specified. The product is [CH:28]1([N:21]([CH:22]2[CH2:27][CH2:26][CH2:25][CH2:24][CH2:23]2)[C:19](=[O:20])[NH:18][C:16]2[S:17][C:13]([C:11]([NH:10][C:6]3[CH:5]=[C:4]([CH:9]=[CH:8][CH:7]=3)[C:3]([OH:34])=[O:2])=[O:12])=[CH:14][N:15]=2)[CH2:33][CH2:32][CH2:31][CH2:30][CH2:29]1. The yield is 0.400. (6) The reactants are [CH3:1][C:2]1[O:6][N:5]=[C:4]([C:7]2[CH:12]=[CH:11][CH:10]=[CH:9][CH:8]=2)[C:3]=1[CH2:13][O:14][C:15]1[CH:23]=[CH:22][C:18]([C:19]([OH:21])=O)=[CH:17][N:16]=1.Cl.[NH:25]1[CH2:29][CH2:28][C:27](=[O:30])[NH:26]1. No catalyst specified. The product is [CH3:1][C:2]1[O:6][N:5]=[C:4]([C:7]2[CH:8]=[CH:9][CH:10]=[CH:11][CH:12]=2)[C:3]=1[CH2:13][O:14][C:15]1[N:16]=[CH:17][C:18]([C:19]([N:25]2[CH:29]=[CH:28][C:27](=[O:30])[NH:26]2)=[O:21])=[CH:22][CH:23]=1. The yield is 0.0500. (7) The reactants are [OH:1][N:2]1[C:6](=[O:7])[C:5]2=[CH:8][CH:9]=[CH:10][CH:11]=[C:4]2[C:3]1=[O:12].[C:13]1(B(O)O)[CH:18]=[CH:17][CH:16]=[CH:15][CH:14]=1.N1C=CC=CC=1. The catalyst is [Cu]Cl.ClCCCl. The product is [O:1]([N:2]1[C:3](=[O:12])[C:4]2=[CH:11][CH:10]=[CH:9][CH:8]=[C:5]2[C:6]1=[O:7])[C:13]1[CH:18]=[CH:17][CH:16]=[CH:15][CH:14]=1. The yield is 0.900.